This data is from Forward reaction prediction with 1.9M reactions from USPTO patents (1976-2016). The task is: Predict the product of the given reaction. (1) Given the reactants I[C:2]1[N:6]2[CH:7]=[C:8]([C:16]3[CH:21]=[CH:20][CH:19]=[CH:18][CH:17]=3)[N:9]=[C:10]([NH:11][CH2:12][CH:13]([CH3:15])[CH3:14])[C:5]2=[N:4][CH:3]=1.C(=O)([O-])[O-].[K+].[K+].[C:28]([C:31]1[CH:36]=[CH:35][C:34](B(O)O)=[CH:33][CH:32]=1)([OH:30])=[O:29].O, predict the reaction product. The product is: [CH2:12]([NH:11][C:10]1[C:5]2[N:6]([C:2]([C:34]3[CH:35]=[CH:36][C:31]([C:28]([OH:30])=[O:29])=[CH:32][CH:33]=3)=[CH:3][N:4]=2)[CH:7]=[C:8]([C:16]2[CH:21]=[CH:20][CH:19]=[CH:18][CH:17]=2)[N:9]=1)[CH:13]([CH3:15])[CH3:14]. (2) The product is: [Cl:43][C:6]1[CH:7]=[CH:2][C:3]([S:9]([NH:12][CH2:13][C:14]2[CH:15]=[C:16]([C:20]3[CH:21]=[C:22]4[C:26](=[C:27]([C:29]([NH2:31])=[O:30])[CH:28]=3)[NH:25][CH:24]=[C:23]4[CH:32]3[CH2:37][CH2:36][N:35]([S:38]([CH2:41][CH3:42])(=[O:39])=[O:40])[CH2:34][CH2:33]3)[CH:17]=[CH:18][CH:19]=2)(=[O:11])=[O:10])=[CH:4][CH:5]=1. Given the reactants Cl[C:2]1[CH:7]=[CH:6][C:5](Cl)=[CH:4][C:3]=1[S:9]([NH:12][CH2:13][C:14]1[CH:15]=[C:16]([C:20]2[CH:21]=[C:22]3[C:26](=[C:27]([C:29]([NH2:31])=[O:30])[CH:28]=2)[NH:25][CH:24]=[C:23]3[CH:32]2[CH2:37][CH2:36][N:35]([S:38]([CH2:41][CH3:42])(=[O:40])=[O:39])[CH2:34][CH2:33]2)[CH:17]=[CH:18][CH:19]=1)(=[O:11])=[O:10].[Cl:43]C1C=CC(Cl)=CC=1S(Cl)(=O)=O, predict the reaction product. (3) The product is: [CH:1]([OH:8])([C:9]1[CH:10]=[CH:11][CH:12]=[CH:13][CH:14]=1)[C:2]1[CH:7]=[CH:6][CH:5]=[CH:4][CH:3]=1. Given the reactants [C:1]([C:9]1[CH:14]=[CH:13][CH:12]=[CH:11][CH:10]=1)(=[O:8])[C:2]1[CH:7]=[CH:6][CH:5]=[CH:4][CH:3]=1.[OH-].[Na+], predict the reaction product.